Predict the reactants needed to synthesize the given product. From a dataset of Full USPTO retrosynthesis dataset with 1.9M reactions from patents (1976-2016). (1) Given the product [ClH:35].[CH3:8][C:5]1[CH:6]=[CH:7][C:2]2[NH:1][C:36](=[O:38])[N:9]([CH:10]3[CH2:11][CH2:12][N:13]([C@H:16]4[CH2:21][CH2:20][C@H:19]([O:22][CH2:23][CH2:24][CH3:25])[CH2:18][CH2:17]4)[CH2:14][CH2:15]3)[C:3]=2[CH:4]=1, predict the reactants needed to synthesize it. The reactants are: [NH2:1][C:2]1[CH:7]=[CH:6][C:5]([CH3:8])=[CH:4][C:3]=1[NH:9][CH:10]1[CH2:15][CH2:14][N:13]([C@H:16]2[CH2:21][CH2:20][C@H:19]([O:22][CH2:23][CH2:24][CH3:25])[CH2:18][CH2:17]2)[CH2:12][CH2:11]1.C(N(C(C)C)CC)(C)C.[Cl:35][C:36](Cl)([O:38]C(=O)OC(Cl)(Cl)Cl)Cl.O. (2) Given the product [F:22][C:23]1[CH:28]=[C:27]([C:2]2[C:3]([C:16]3[CH:21]=[CH:20][CH:19]=[CH:18][CH:17]=3)=[N:4][N:5]3[C:10]([N:11]4[CH2:15][CH2:14][CH2:13][CH2:12]4)=[CH:9][CH:8]=[N:7][C:6]=23)[CH:26]=[CH:25][N:24]=1, predict the reactants needed to synthesize it. The reactants are: Br[C:2]1[C:3]([C:16]2[CH:21]=[CH:20][CH:19]=[CH:18][CH:17]=2)=[N:4][N:5]2[C:10]([N:11]3[CH2:15][CH2:14][CH2:13][CH2:12]3)=[CH:9][CH:8]=[N:7][C:6]=12.[F:22][C:23]1[CH:28]=[C:27](B(O)O)[CH:26]=[CH:25][N:24]=1.C(=O)([O-])[O-].[Na+].[Na+]. (3) The reactants are: [C:1]([O:5][C:6](=[O:31])[NH:7][C@H:8]1[CH2:13][CH2:12][CH2:11][N:10]([C:14]2[N:22]([CH2:23][CH:24]=[C:25]([CH3:27])[CH3:26])[C:21]3[C:20](=[O:28])[NH:19][CH:18]=[N:17][C:16]=3[C:15]=2[C:29]#[N:30])[CH2:9]1)([CH3:4])([CH3:3])[CH3:2].Cl[CH2:33][C:34]1[N:43]=[CH:42][C:41]2[C:36](=[CH:37][CH:38]=[CH:39][CH:40]=2)[N:35]=1.C(=O)([O-])[O-].[K+].[K+]. Given the product [C:1]([O:5][C:6](=[O:31])[NH:7][C@H:8]1[CH2:13][CH2:12][CH2:11][N:10]([C:14]2[N:22]([CH2:23][CH:24]=[C:25]([CH3:26])[CH3:27])[C:21]3[C:20](=[O:28])[N:19]([CH2:33][C:34]4[N:43]=[CH:42][C:41]5[C:36](=[CH:37][CH:38]=[CH:39][CH:40]=5)[N:35]=4)[CH:18]=[N:17][C:16]=3[C:15]=2[C:29]#[N:30])[CH2:9]1)([CH3:2])([CH3:3])[CH3:4], predict the reactants needed to synthesize it. (4) Given the product [OH:8][NH:9][C:10](=[O:45])[CH2:11][CH2:12][CH2:13][CH2:14][CH2:15][NH:16][C:17](=[O:44])[C@@H:18]([NH:29][C:30](=[O:43])[CH2:31][CH2:32][CH2:33][C:34]1[C:42]2[C:37](=[CH:38][CH:39]=[CH:40][CH:41]=2)[NH:36][CH:35]=1)[CH2:19][C:20]1[C:28]2[C:23](=[CH:24][CH:25]=[CH:26][CH:27]=2)[NH:22][CH:21]=1, predict the reactants needed to synthesize it. The reactants are: C([O:8][NH:9][C:10](=[O:45])[CH2:11][CH2:12][CH2:13][CH2:14][CH2:15][NH:16][C:17](=[O:44])[C@@H:18]([NH:29][C:30](=[O:43])[CH2:31][CH2:32][CH2:33][C:34]1[C:42]2[C:37](=[CH:38][CH:39]=[CH:40][CH:41]=2)[NH:36][CH:35]=1)[CH2:19][C:20]1[C:28]2[C:23](=[CH:24][CH:25]=[CH:26][CH:27]=2)[NH:22][CH:21]=1)C1C=CC=CC=1.